This data is from Forward reaction prediction with 1.9M reactions from USPTO patents (1976-2016). The task is: Predict the product of the given reaction. (1) Given the reactants [C:1]([CH:3]1[CH2:8][CH2:7][N:6]([C:9]([N:11]2[CH2:16][CH:15]([C:17]3[CH:22]=[CH:21][C:20]([C:23]([F:26])([F:25])[F:24])=[CH:19][CH:18]=3)[CH2:14][CH:13]([C:27]([OH:29])=O)[CH2:12]2)=[O:10])[CH2:5][CH2:4]1)#[N:2].O[NH:31][C:32]([C:34]1[CH:35]=[N:36][CH:37]=[CH:38][CH:39]=1)=[NH:33], predict the reaction product. The product is: [N:36]1[CH:37]=[CH:38][CH:39]=[C:34]([C:32]2[N:33]=[C:27]([CH:13]3[CH2:14][CH:15]([C:17]4[CH:22]=[CH:21][C:20]([C:23]([F:25])([F:24])[F:26])=[CH:19][CH:18]=4)[CH2:16][N:11]([C:9]([N:6]4[CH2:7][CH2:8][CH:3]([C:1]#[N:2])[CH2:4][CH2:5]4)=[O:10])[CH2:12]3)[O:29][N:31]=2)[CH:35]=1. (2) Given the reactants [CH:1]([C:3]1[NH:4][C:5]2[CH2:6][CH2:7][CH2:8][CH2:9][C:10]=2[C:11]=1[CH2:12][CH2:13][C:14]([OH:16])=[O:15])=O.[CH3:17][O:18][C:19]1[CH:27]=[C:26]2[C:22]([CH2:23][C:24](=[O:28])[NH:25]2)=[CH:21][CH:20]=1.N1CCCCC1.C(O)(=O)C, predict the reaction product. The product is: [CH3:17][O:18][C:19]1[CH:27]=[C:26]2[C:22]([C:23](=[CH:1][C:3]3[NH:4][C:5]4[CH2:6][CH2:7][CH2:8][CH2:9][C:10]=4[C:11]=3[CH2:12][CH2:13][C:14]([OH:16])=[O:15])[C:24](=[O:28])[NH:25]2)=[CH:21][CH:20]=1.